The task is: Predict the reaction yield, written as a fraction of the theoretical maximum amount of product (1.0 means a 100% yield; for example, 0.34 means a 34% yield).. This data is from Reaction yield outcomes from USPTO patents with 853,638 reactions. (1) The reactants are [CH3:1][O:2][C:3]1[CH:8]=[CH:7][C:6]([NH2:9])=[CH:5][C:4]=1[C:10]1[N:11]([CH3:15])[N:12]=[CH:13][CH:14]=1.[Cl:16][C:17]1[CH:22]=[CH:21][C:20]([N:23]=[C:24]=[O:25])=[CH:19][CH:18]=1. The catalyst is C(Cl)Cl. The product is [Cl:16][C:17]1[CH:22]=[CH:21][C:20]([NH:23][C:24]([NH:9][C:6]2[CH:7]=[CH:8][C:3]([O:2][CH3:1])=[C:4]([C:10]3[N:11]([CH3:15])[N:12]=[CH:13][CH:14]=3)[CH:5]=2)=[O:25])=[CH:19][CH:18]=1. The yield is 0.810. (2) The catalyst is CC1C=CC=CC=1[P](C1C=CC=CC=1C)([Pd](Cl)(Cl)[P](C1=C(C)C=CC=C1)(C1C=CC=CC=1C)C1C=CC=CC=1C)C1C=CC=CC=1C. The yield is 0.770. The product is [CH3:1][C:2]1[CH:7]=[CH:6][C:5]([S:8]([O:11][CH2:12][CH:13]2[CH2:17][C:16]3[CH:18]=[C:19]([F:23])[CH:20]=[C:21]([C:26]4[CH:27]=[CH:28][CH:29]=[CH:30][C:25]=4[CH3:24])[C:15]=3[O:14]2)(=[O:10])=[O:9])=[CH:4][CH:3]=1. The reactants are [CH3:1][C:2]1[CH:7]=[CH:6][C:5]([S:8]([O:11][CH2:12][CH:13]2[CH2:17][C:16]3[CH:18]=[C:19]([F:23])[CH:20]=[C:21](Br)[C:15]=3[O:14]2)(=[O:10])=[O:9])=[CH:4][CH:3]=1.[CH3:24][C:25]1[CH:30]=[CH:29][CH:28]=[CH:27][C:26]=1B(O)O.C(=O)([O-])[O-].[K+].[K+].CC1C=CC(S(OCC2CC3C(C4C=CC=CC=4)=CC=CC=3O2)(=O)=O)=CC=1. (3) The reactants are [OH:1][C@H:2]([CH3:37])[C@@H:3]([NH:6][C:7]([C:9]1[NH:10][C:11]([C:14]2[CH:19]=[C:18]([O:20][C:21]3[CH:22]=[N:23][C:24]([S:27]([CH3:30])(=[O:29])=[O:28])=[CH:25][CH:26]=3)[CH:17]=[C:16]([O:31][C@@H:32]([CH3:36])[CH2:33][O:34][CH3:35])[CH:15]=2)=[CH:12][CH:13]=1)=O)[CH2:4][OH:5].CS(O)(=O)=O.C(N(CC)CC)C.C(=O)([O-])O.[Na+]. The catalyst is O1CCCC1. The product is [CH3:35][O:34][CH2:33][C@H:32]([CH3:36])[O:31][C:16]1[CH:15]=[C:14]([C:11]2[NH:10][C:9]([C:7]3[O:5][CH2:4][C@@H:3]([C@H:2]([OH:1])[CH3:37])[N:6]=3)=[CH:13][CH:12]=2)[CH:19]=[C:18]([O:20][C:21]2[CH:22]=[N:23][C:24]([S:27]([CH3:30])(=[O:28])=[O:29])=[CH:25][CH:26]=2)[CH:17]=1. The yield is 0.550. (4) The reactants are Br[CH2:2][C:3]([C:5]1[C:13]2[C:8](=[CH:9][CH:10]=[C:11]([Br:14])[CH:12]=2)[N:7]([CH:15]2[CH2:20][CH2:19][CH2:18][CH2:17][O:16]2)[N:6]=1)=O.Cl.[C:22]([C:25]1[CH:30]=[CH:29][N:28]=[CH:27][CH:26]=1)(=[NH:24])[NH2:23].C(=O)([O-])[O-].[Na+].[Na+]. The catalyst is CN(C=O)C. The product is [Br:14][C:11]1[CH:12]=[C:13]2[C:8](=[CH:9][CH:10]=1)[N:7]([CH:15]1[CH2:20][CH2:19][CH2:18][CH2:17][O:16]1)[N:6]=[C:5]2[C:3]1[NH:24][C:22]([C:25]2[CH:30]=[CH:29][N:28]=[CH:27][CH:26]=2)=[N:23][CH:2]=1. The yield is 0.440.